Dataset: Forward reaction prediction with 1.9M reactions from USPTO patents (1976-2016). Task: Predict the product of the given reaction. (1) The product is: [OH:37][CH2:2][CH2:1][S:3]([N:6]1[CH2:11][CH2:10][N:9]([C:12]2[CH:33]=[CH:32][C:15]([NH:16][C:17]3[N:22]=[C:21]([C:23]4[N:27]([CH:28]([CH3:29])[CH3:30])[C:26]([CH3:31])=[N:25][CH:24]=4)[CH:20]=[CH:19][N:18]=3)=[CH:14][CH:13]=2)[CH2:8][CH2:7]1)(=[O:4])=[O:5]. Given the reactants [CH:1]([S:3]([N:6]1[CH2:11][CH2:10][N:9]([C:12]2[CH:33]=[CH:32][C:15]([NH:16][C:17]3[N:22]=[C:21]([C:23]4[N:27]([CH:28]([CH3:30])[CH3:29])[C:26]([CH3:31])=[N:25][CH:24]=4)[CH:20]=[CH:19][N:18]=3)=[CH:14][CH:13]=2)[CH2:8][CH2:7]1)(=[O:5])=[O:4])=[CH2:2].[OH-].[Ba+2].[OH-].[O:37]1CCOCC1, predict the reaction product. (2) Given the reactants [Br:1][C:2]1[C:3]([F:23])=[C:4]([CH:20]=[CH:21][CH:22]=1)[O:5][C:6]1[CH2:10][N:9]([C@@H:11]([CH2:15][CH:16]([CH3:18])[CH3:17])[C:12]([OH:14])=O)[C:8](=[O:19])[CH:7]=1.[CH3:24][C:25]1([CH3:37])[O:29][C@H:28]([CH2:30][N:31]2[CH:35]=[CH:34][C:33]([NH2:36])=[N:32]2)[CH2:27][O:26]1.F[P-](F)(F)(F)(F)F.N1(O[P+](N(C)C)(N(C)C)N(C)C)C2C=CC=CC=2N=N1.C(N(CC)CC)C, predict the reaction product. The product is: [CH3:24][C:25]1([CH3:37])[O:29][C@H:28]([CH2:30][N:31]2[CH:35]=[CH:34][C:33]([NH:36][C:12](=[O:14])[C@@H:11]([N:9]3[CH2:10][C:6]([O:5][C:4]4[CH:20]=[CH:21][CH:22]=[C:2]([Br:1])[C:3]=4[F:23])=[CH:7][C:8]3=[O:19])[CH2:15][CH:16]([CH3:18])[CH3:17])=[N:32]2)[CH2:27][O:26]1. (3) Given the reactants C(Cl)[O:2][CH3:3].[H-].[Na+].[C:7]([C:10]1[CH:15]=[CH:14][CH:13]=C[CH:11]=1)(=O)[CH3:8].[O-]CC.[Na+].Cl.[NH2:21][C:22]([NH2:24])=[NH:23].[CH2:25]1[CH2:29]O[CH2:27][CH2:26]1, predict the reaction product. The product is: [NH2:23][C:22]1[N:24]=[C:25]([C:29]2[CH:11]=[C:10]([C:15]3[CH:14]=[CH:13][N:23]=[C:22]([NH2:24])[N:21]=3)[CH:7]=[CH:8][C:3]=2[OH:2])[CH:26]=[CH:27][N:21]=1. (4) Given the reactants F[C:2]1[CH:9]=[CH:8][CH:7]=[CH:6][C:3]=1[C:4]#[N:5].[CH3:10][N:11]1[CH2:16][CH2:15][CH2:14][CH:13]([OH:17])[CH2:12]1, predict the reaction product. The product is: [CH3:10][N:11]1[CH2:16][CH2:15][CH2:14][CH:13]([O:17][C:2]2[CH:9]=[CH:8][CH:7]=[CH:6][C:3]=2[C:4]#[N:5])[CH2:12]1.